This data is from Full USPTO retrosynthesis dataset with 1.9M reactions from patents (1976-2016). The task is: Predict the reactants needed to synthesize the given product. Given the product [CH:1]([N:4]1[CH2:5][CH2:6][N:7]([C:10]([C:12]2[N:13]=[C:14]([N:35]3[CH2:36][CH2:37][N:38]([C:41]4[C:46]([C:47]([F:48])([F:50])[F:49])=[CH:45][CH:44]=[CH:43][N:42]=4)[CH2:39][CH2:40]3)[NH:15][C:16]=2[C:17]2[CH:22]=[CH:21][C:20]([C:23]([F:26])([F:25])[F:24])=[CH:19][CH:18]=2)=[O:11])[CH2:8][CH2:9]1)([CH3:3])[CH3:2], predict the reactants needed to synthesize it. The reactants are: [CH:1]([N:4]1[CH2:9][CH2:8][N:7]([C:10]([C:12]2[N:13]=[C:14]([N:35]3[CH2:40][CH2:39][N:38]([C:41]4[C:46]([C:47]([F:50])([F:49])[F:48])=[CH:45][CH:44]=[CH:43][N:42]=4)[CH2:37][CH2:36]3)[N:15](COCC[Si](C)(C)C)[C:16]=2[C:17]2[CH:22]=[CH:21][C:20]([C:23]([F:26])([F:25])[F:24])=[CH:19][CH:18]=2)=[O:11])[CH2:6][CH2:5]1)([CH3:3])[CH3:2].